Dataset: NCI-60 drug combinations with 297,098 pairs across 59 cell lines. Task: Regression. Given two drug SMILES strings and cell line genomic features, predict the synergy score measuring deviation from expected non-interaction effect. Drug 1: CN(C(=O)NC(C=O)C(C(C(CO)O)O)O)N=O. Drug 2: C1C(C(OC1N2C=NC3=C2NC=NCC3O)CO)O. Cell line: OVCAR-8. Synergy scores: CSS=49.0, Synergy_ZIP=-0.804, Synergy_Bliss=-1.57, Synergy_Loewe=-2.71, Synergy_HSA=-1.39.